Task: Regression. Given two drug SMILES strings and cell line genomic features, predict the synergy score measuring deviation from expected non-interaction effect.. Dataset: NCI-60 drug combinations with 297,098 pairs across 59 cell lines (1) Drug 1: C1=CC(=CC=C1CCCC(=O)O)N(CCCl)CCCl. Drug 2: CCCS(=O)(=O)NC1=C(C(=C(C=C1)F)C(=O)C2=CNC3=C2C=C(C=N3)C4=CC=C(C=C4)Cl)F. Cell line: HCC-2998. Synergy scores: CSS=-6.76, Synergy_ZIP=-2.32, Synergy_Bliss=-5.12, Synergy_Loewe=-18.2, Synergy_HSA=-15.4. (2) Drug 1: CN(C)C1=NC(=NC(=N1)N(C)C)N(C)C. Drug 2: C1CC(C1)(C(=O)O)C(=O)O.[NH2-].[NH2-].[Pt+2]. Cell line: NCI-H460. Synergy scores: CSS=42.2, Synergy_ZIP=-4.41, Synergy_Bliss=-3.06, Synergy_Loewe=-27.5, Synergy_HSA=-4.45. (3) Drug 1: CN1CCC(CC1)COC2=C(C=C3C(=C2)N=CN=C3NC4=C(C=C(C=C4)Br)F)OC. Drug 2: CC1=C2C(C(=O)C3(C(CC4C(C3C(C(C2(C)C)(CC1OC(=O)C(C(C5=CC=CC=C5)NC(=O)C6=CC=CC=C6)O)O)OC(=O)C7=CC=CC=C7)(CO4)OC(=O)C)O)C)OC(=O)C. Cell line: HOP-92. Synergy scores: CSS=37.5, Synergy_ZIP=5.12, Synergy_Bliss=4.48, Synergy_Loewe=4.29, Synergy_HSA=7.05. (4) Drug 1: C1=CC(=CC=C1CCC2=CNC3=C2C(=O)NC(=N3)N)C(=O)NC(CCC(=O)O)C(=O)O. Drug 2: C1CC(C1)(C(=O)O)C(=O)O.[NH2-].[NH2-].[Pt+2]. Cell line: SR. Synergy scores: CSS=72.3, Synergy_ZIP=2.69, Synergy_Bliss=1.09, Synergy_Loewe=2.82, Synergy_HSA=5.23. (5) Drug 1: CNC(=O)C1=NC=CC(=C1)OC2=CC=C(C=C2)NC(=O)NC3=CC(=C(C=C3)Cl)C(F)(F)F. Drug 2: CN(CCCl)CCCl.Cl. Cell line: SR. Synergy scores: CSS=53.8, Synergy_ZIP=-0.281, Synergy_Bliss=-1.70, Synergy_Loewe=-32.1, Synergy_HSA=-1.61. (6) Drug 1: CN(C)N=NC1=C(NC=N1)C(=O)N. Drug 2: C1=C(C(=O)NC(=O)N1)F. Cell line: SR. Synergy scores: CSS=40.7, Synergy_ZIP=-6.33, Synergy_Bliss=-13.8, Synergy_Loewe=-23.9, Synergy_HSA=-13.4. (7) Drug 1: CC1=C(C=C(C=C1)NC2=NC=CC(=N2)N(C)C3=CC4=NN(C(=C4C=C3)C)C)S(=O)(=O)N.Cl. Drug 2: C1C(C(OC1N2C=NC(=NC2=O)N)CO)O. Cell line: A549. Synergy scores: CSS=-1.94, Synergy_ZIP=-1.47, Synergy_Bliss=-4.15, Synergy_Loewe=-7.96, Synergy_HSA=-5.26. (8) Synergy scores: CSS=19.8, Synergy_ZIP=0.138, Synergy_Bliss=1.38, Synergy_Loewe=-1.50, Synergy_HSA=0.992. Drug 1: CC1=C(C=C(C=C1)NC(=O)C2=CC=C(C=C2)CN3CCN(CC3)C)NC4=NC=CC(=N4)C5=CN=CC=C5. Drug 2: COCCOC1=C(C=C2C(=C1)C(=NC=N2)NC3=CC=CC(=C3)C#C)OCCOC.Cl. Cell line: IGROV1.